From a dataset of Forward reaction prediction with 1.9M reactions from USPTO patents (1976-2016). Predict the product of the given reaction. (1) The product is: [CH:1]([C:4]1[CH:9]=[CH:8][C:7]([CH2:10][CH2:11][CH2:12][C:13]([OH:15])=[O:14])=[CH:6][CH:5]=1)([CH3:3])[CH3:2]. Given the reactants [CH:1]([C:4]1[CH:9]=[CH:8][C:7]([C:10](=O)[CH2:11][CH2:12][C:13]([OH:15])=[O:14])=[CH:6][CH:5]=1)([CH3:3])[CH3:2].O.NN.[OH-].[K+].Cl, predict the reaction product. (2) Given the reactants [N:1]1[CH:6]=[CH:5][C:4]([CH:7]([OH:11])[CH2:8][C:9]#[CH:10])=[CH:3][CH:2]=1.N1C=CC=CC=1.[C:18](OC(=O)C)(=[O:20])[CH3:19], predict the reaction product. The product is: [C:18]([O:11][CH:7]([C:4]1[CH:5]=[CH:6][N:1]=[CH:2][CH:3]=1)[CH2:8][C:9]#[CH:10])(=[O:20])[CH3:19]. (3) The product is: [C:1]1([C@@H:7]([NH:9][C:10]([C:12]2[C:21]3[C:16](=[CH:17][CH:18]=[CH:19][CH:20]=3)[N:15]=[C:14]([C:22]3[CH:27]=[CH:26][CH:25]=[CH:24][CH:23]=3)[C:13]=2[CH2:28][N:29]2[CH2:34][CH2:33][N:32]([C:35]([N:42]3[CH2:46][CH2:45][CH2:44][CH2:43]3)=[CH:36][N+:37]([O-:39])=[O:38])[CH2:31][CH2:30]2)=[O:11])[CH3:8])[CH:6]=[CH:5][CH:4]=[CH:3][CH:2]=1. Given the reactants [C:1]1([C@@H:7]([NH:9][C:10]([C:12]2[C:21]3[C:16](=[CH:17][CH:18]=[CH:19][CH:20]=3)[N:15]=[C:14]([C:22]3[CH:27]=[CH:26][CH:25]=[CH:24][CH:23]=3)[C:13]=2[CH2:28][N:29]2[CH2:34][CH2:33][N:32]([C:35](SC)=[CH:36][N+:37]([O-:39])=[O:38])[CH2:31][CH2:30]2)=[O:11])[CH3:8])[CH:6]=[CH:5][CH:4]=[CH:3][CH:2]=1.[NH:42]1[CH2:46][CH2:45][CH2:44][CH2:43]1, predict the reaction product. (4) Given the reactants C(OC(=O)[NH:7][CH:8]([C:34](=[O:36])[NH2:35])[CH2:9][C:10]1[CH:15]=[CH:14][C:13]([O:16][C:17]2[CH:22]=[CH:21][C:20]([CH:23]=[C:24]3[C:32]4[C:27](=[CH:28][CH:29]=[CH:30][CH:31]=4)[NH:26][C:25]3=[O:33])=[CH:19][CH:18]=2)=[CH:12][CH:11]=1)(C)(C)C.C(Cl)[Cl:39], predict the reaction product. The product is: [ClH:39].[NH2:7][CH:8]([CH2:9][C:10]1[CH:11]=[CH:12][C:13]([O:16][C:17]2[CH:22]=[CH:21][C:20]([CH:23]=[C:24]3[C:32]4[C:27](=[CH:28][CH:29]=[CH:30][CH:31]=4)[NH:26][C:25]3=[O:33])=[CH:19][CH:18]=2)=[CH:14][CH:15]=1)[C:34]([NH2:35])=[O:36]. (5) Given the reactants [Br:1][C:2]1[CH:7]=[CH:6][C:5]([C:8]2[CH2:13][CH2:12][N:11]=[CH:10][CH:9]=2)=[CH:4][CH:3]=1.[C:14](O[C:14]([O:16][C:17]([CH3:20])([CH3:19])[CH3:18])=[O:15])([O:16][C:17]([CH3:20])([CH3:19])[CH3:18])=[O:15].CCN(CC)CC, predict the reaction product. The product is: [Br:1][C:2]1[CH:7]=[CH:6][C:5]([C:8]2[CH2:13][CH2:12][N:11]([C:14]([O:16][C:17]([CH3:20])([CH3:19])[CH3:18])=[O:15])[CH2:10][CH:9]=2)=[CH:4][CH:3]=1.